Dataset: Full USPTO retrosynthesis dataset with 1.9M reactions from patents (1976-2016). Task: Predict the reactants needed to synthesize the given product. (1) Given the product [C:3]1([CH3:9])[CH:8]=[CH:7][CH:6]=[CH:5][CH:4]=1.[W:1]=[O:2], predict the reactants needed to synthesize it. The reactants are: [W:1]=[O:2].[C:3]1([CH3:9])[CH:8]=[CH:7][CH:6]=[CH:5][CH:4]=1. (2) Given the product [CH2:1]([O:8][C:9]1[C:13]([CH:34]=[O:35])=[C:12]([C:14]2[CH:15]=[CH:16][C:17]([O:20][CH3:21])=[CH:18][CH:19]=2)[N:11]([CH:22]([CH3:24])[CH3:23])[N:10]=1)[C:2]1[CH:7]=[CH:6][CH:5]=[CH:4][CH:3]=1, predict the reactants needed to synthesize it. The reactants are: [CH2:1]([O:8][C:9]1[CH:13]=[C:12]([C:14]2[CH:19]=[CH:18][C:17]([O:20][CH3:21])=[CH:16][CH:15]=2)[N:11]([CH:22]([CH3:24])[CH3:23])[N:10]=1)[C:2]1[CH:7]=[CH:6][CH:5]=[CH:4][CH:3]=1.P(Cl)(Cl)(Cl)=O.[OH-].[Na+].CN(C)[CH:34]=[O:35]. (3) Given the product [CH:1]([N:4]1[CH2:9][CH2:8][CH:7]([NH:10][C:11]([C:13]2[N:17]([CH2:34][C:35](=[O:36])[NH:37][C:38]3[CH:43]=[CH:42][C:41]([Cl:44])=[CH:40][N:39]=3)[C:16]3[CH:18]=[CH:19][CH:20]=[C:21]([O:22][CH2:23][CH2:24][O:25][Si:26]([C:29]([CH3:30])([CH3:32])[CH3:31])([CH3:27])[CH3:28])[C:15]=3[N:14]=2)=[O:12])[CH2:6][CH2:5]1)([CH3:3])[CH3:2], predict the reactants needed to synthesize it. The reactants are: [CH:1]([N:4]1[CH2:9][CH2:8][CH:7]([NH:10][C:11]([C:13]2[NH:17][C:16]3[CH:18]=[CH:19][CH:20]=[C:21]([O:22][CH2:23][CH2:24][O:25][Si:26]([C:29]([CH3:32])([CH3:31])[CH3:30])([CH3:28])[CH3:27])[C:15]=3[N:14]=2)=[O:12])[CH2:6][CH2:5]1)([CH3:3])[CH3:2].Br[CH2:34][C:35]([NH:37][C:38]1[CH:43]=[CH:42][C:41]([Cl:44])=[CH:40][N:39]=1)=[O:36]. (4) Given the product [Cl:14][C:5]1[C:4]([CH2:1][CH2:2][CH2:3][OH:19])=[C:9]([Cl:10])[N:8]2[N:11]=[CH:12][CH:13]=[C:7]2[N:6]=1, predict the reactants needed to synthesize it. The reactants are: [CH2:1]([C:4]1[C:5]([Cl:14])=[N:6][C:7]2[N:8]([N:11]=[CH:12][CH:13]=2)[C:9]=1[Cl:10])[CH:2]=[CH2:3].CSC.B.[OH-:19].[Na+].OO. (5) Given the product [NH2:101][C@H:102]([C:108]([NH:1][C@H:2]([C:10]([N:12]1[CH2:100][CH2:99][CH2:98][C@H:13]1[C:14]([NH:16][C@H:17]([C:25]([NH:27][C@H:28]([C:33]([NH:35][C@H:36]([C:39]([NH:41][C@H:42]([C:49]([NH:51][C@H:52]([C:58]([NH:60][CH2:61][C:62]([N:64]1[CH2:97][CH2:96][CH2:95][C@H:65]1[C:66]([NH:68][C@H:69]([C:74]([N:76]1[CH2:94][CH2:93][CH2:92][C@H:77]1[C:78]([NH:80][C@H:81]([C:89]([OH:91])=[O:90])[CH2:82][C:83]1[CH:88]=[CH:87][CH:86]=[CH:85][CH:84]=1)=[O:79])=[O:75])[CH2:70][CH2:71][S:72][CH3:73])=[O:67])=[O:63])=[O:59])[CH2:53][CH2:54][CH2:55][CH2:56][NH2:57])=[O:50])[CH2:43][C:44]1[N:48]=[CH:47][NH:46][CH:45]=1)=[O:40])[CH2:37][OH:38])=[O:34])[CH2:29][CH:30]([CH3:31])[CH3:32])=[O:26])[CH2:18][CH2:19][CH2:20][NH:21][C:22](=[NH:23])[NH2:24])=[O:15])=[O:11])[CH2:3][CH2:4][CH2:5][NH:6][C:7](=[NH:8])[NH2:9])=[O:109])[CH2:103][CH2:104][C:105](=[O:107])[NH2:106], predict the reactants needed to synthesize it. The reactants are: [NH2:1][C@H:2]([C:10]([N:12]1[CH2:100][CH2:99][CH2:98][C@H:13]1[C:14]([NH:16][C@H:17]([C:25]([NH:27][C@H:28]([C:33]([NH:35][C@H:36]([C:39]([NH:41][C@H:42]([C:49]([NH:51][C@H:52]([C:58]([NH:60][CH2:61][C:62]([N:64]1[CH2:97][CH2:96][CH2:95][C@H:65]1[C:66]([NH:68][C@H:69]([C:74]([N:76]1[CH2:94][CH2:93][CH2:92][C@H:77]1[C:78]([NH:80][C@H:81]([C:89]([OH:91])=[O:90])[CH2:82][C:83]1[CH:88]=[CH:87][CH:86]=[CH:85][CH:84]=1)=[O:79])=[O:75])[CH2:70][CH2:71][S:72][CH3:73])=[O:67])=[O:63])=[O:59])[CH2:53][CH2:54][CH2:55][CH2:56][NH2:57])=[O:50])[CH2:43][C:44]1[N:48]=[CH:47][NH:46][CH:45]=1)=[O:40])[CH2:37][OH:38])=[O:34])[CH2:29][CH:30]([CH3:32])[CH3:31])=[O:26])[CH2:18][CH2:19][CH2:20][NH:21][C:22](=[NH:24])[NH2:23])=[O:15])=[O:11])[CH2:3][CH2:4][CH2:5][NH:6][C:7](=[NH:9])[NH2:8].[NH:101](C(OC(C)(C)C)=O)[C@H:102]([C:108](O)=[O:109])[CH2:103][CH2:104][C:105](=[O:107])[NH2:106]. (6) Given the product [Br:1][C:2]1[CH:3]=[CH:4][C:5]([C:8]2[CH:12]=[N:11][N:10]([CH2:20][CH2:21][O:22][CH3:23])[CH:9]=2)=[CH:6][CH:7]=1, predict the reactants needed to synthesize it. The reactants are: [Br:1][C:2]1[CH:7]=[CH:6][C:5]([C:8]2[CH:9]=[N:10][NH:11][CH:12]=2)=[CH:4][CH:3]=1.C([O-])([O-])=O.[K+].[K+].I[CH2:20][CH2:21][O:22][CH3:23]. (7) Given the product [Cl:8][C:6]1[N:7]=[C:2]([NH:16][C:15]2[CH:17]=[CH:18][C:12]([I:11])=[CH:13][CH:14]=2)[C:3](=[O:10])[O:4][C:5]=1[CH3:9], predict the reactants needed to synthesize it. The reactants are: Cl[C:2]1[C:3](=[O:10])[O:4][C:5]([CH3:9])=[C:6]([Cl:8])[N:7]=1.[I:11][C:12]1[CH:18]=[CH:17][C:15]([NH2:16])=[CH:14][CH:13]=1.O. (8) Given the product [C:1]([CH:3]([P:4]([O:8][CH2:9][CH3:10])([O:5][CH2:6][CH3:7])=[O:11])[C:13]1[CH:25]=[CH:24][C:16]([C:17]([O:19][C:20]([CH3:21])([CH3:22])[CH3:23])=[O:18])=[CH:15][CH:14]=1)#[N:2], predict the reactants needed to synthesize it. The reactants are: [C:1]([CH2:3][P:4](=[O:11])([O:8][CH2:9][CH3:10])[O:5][CH2:6][CH3:7])#[N:2].Br[C:13]1[CH:25]=[CH:24][C:16]([C:17]([O:19][C:20]([CH3:23])([CH3:22])[CH3:21])=[O:18])=[CH:15][CH:14]=1.P([O-])([O-])([O-])=O.[K+].[K+].[K+].